Dataset: Full USPTO retrosynthesis dataset with 1.9M reactions from patents (1976-2016). Task: Predict the reactants needed to synthesize the given product. Given the product [CH2:10]([O:9][C:6]1[CH:5]=[C:4]2[C:3]([CH2:2][NH:1][C:23](=[O:24])[N:17]2[CH2:18][CH2:19][CH2:20][O:21][CH3:22])=[CH:8][CH:7]=1)[C:11]1[CH:16]=[CH:15][CH:14]=[CH:13][CH:12]=1, predict the reactants needed to synthesize it. The reactants are: [NH2:1][CH2:2][C:3]1[CH:8]=[CH:7][C:6]([O:9][CH2:10][C:11]2[CH:16]=[CH:15][CH:14]=[CH:13][CH:12]=2)=[CH:5][C:4]=1[NH:17][CH2:18][CH2:19][CH2:20][O:21][CH3:22].[C:23](C1NC=CN=1)(C1NC=CN=1)=[O:24].